From a dataset of Orexin1 receptor HTS with 218,158 compounds and 233 confirmed actives. Binary Classification. Given a drug SMILES string, predict its activity (active/inactive) in a high-throughput screening assay against a specified biological target. (1) The molecule is OC(=O)C(NCCCN(C)C)CC(=O)Nc1cc([N+]([O-])=O)ccc1. The result is 0 (inactive). (2) The compound is s1c(CNC(=O)Cc2c3cc(C(C)C)c(cc3oc2)C)ccc1. The result is 0 (inactive). (3) The compound is Brc1cc(c2nn3c(nc(cc3C)C)c2)ccc1. The result is 1 (active). (4) The molecule is s1c(Cn2c(c(cc2C)C(=O)CSc2nc([nH]n2)c2c(F)cccc2)C)ccc1. The result is 0 (inactive).